Dataset: Forward reaction prediction with 1.9M reactions from USPTO patents (1976-2016). Task: Predict the product of the given reaction. (1) Given the reactants [Br:1][C:2]1[CH:3]=[C:4]2[C:9](=[CH:10][CH:11]=1)[NH:8][N:7]=[CH:6][C:5]2=O.[OH-].[Na+].O=P(Cl)(Cl)[Cl:17], predict the reaction product. The product is: [Br:1][C:2]1[CH:3]=[C:4]2[C:9](=[CH:10][CH:11]=1)[N:8]=[N:7][CH:6]=[C:5]2[Cl:17]. (2) Given the reactants Cl.Cl.[CH3:3][C:4]1[NH:8][N:7]=[CH:6][C:5]=1[C:9]1[S:17][C:16]2[C:15](=[O:18])[NH:14][C:13]([C@@H:19]3[CH2:24][CH2:23][CH2:22][CH2:21][NH:20]3)=[N:12][C:11]=2[CH:10]=1.C(N(CC)CC)C, predict the reaction product. The product is: [CH3:3][C:4]1[NH:8][N:7]=[CH:6][C:5]=1[C:9]1[S:17][C:16]2[C:15](=[O:18])[NH:14][C:13]([C@@H:19]3[CH2:24][CH2:23][CH2:22][CH2:21][NH:20]3)=[N:12][C:11]=2[CH:10]=1. (3) Given the reactants CS/[C:3](/[N:8]1[CH2:13][CH2:12][C@H:11]([C:14]([N:16]2[CH2:20][CH2:19][C@H:18]([C:21]3[CH:26]=[CH:25][CH:24]=[CH:23][CH:22]=3)[CH2:17]2)=[O:15])[C@@H:10]([C:27]([O:29][CH3:30])=[O:28])[CH2:9]1)=[CH:4]\[N+:5]([O-:7])=[O:6].C(O)C.[NH:34]1[CH2:39][CH2:38][CH2:37][CH2:36][CH2:35]1, predict the reaction product. The product is: [N+:5](/[CH:4]=[C:3](/[N:8]1[CH2:13][CH2:12][C@H:11]([C:14]([N:16]2[CH2:20][CH2:19][C@H:18]([C:21]3[CH:26]=[CH:25][CH:24]=[CH:23][CH:22]=3)[CH2:17]2)=[O:15])[C@@H:10]([C:27]([O:29][CH3:30])=[O:28])[CH2:9]1)\[N:34]1[CH2:39][CH2:38][CH2:37][CH2:36][CH2:35]1)([O-:7])=[O:6]. (4) Given the reactants [N+]([O-])([O-])=O.[NH4+].[NH4+].[Ce+4].[N+]([O-])([O-])=O.[N+]([O-])([O-])=O.[N+]([O-])([O-])=O.[N+]([O-])([O-])=O.[N+]([O-])([O-])=O.C(#N)C.[Cl:31][C:32]1[CH:40]=[C:39]2[C:35]([C:36]3([C@@H:45]([C:46]4[CH:51]=[CH:50][N:49]=[C:48]([Cl:52])[CH:47]=4)[C@H:44]([C:53]([NH:55][C@@H:56]4[CH2:61][CH2:60][C@@H:59]([C:62]([OH:65])([CH3:64])[CH3:63])[O:58][CH2:57]4)=[O:54])[N:43]([C@H](C4C=CC=CC=4)[C@@H](O)C4C=CC=CC=4)[C:42]43[CH2:85][CH2:84][C:83]([CH3:87])([CH3:86])[CH2:82][CH2:81]4)[C:37](=[O:41])[NH:38]2)=[CH:34][CH:33]=1.C(=O)([O-])[O-].[K+].[K+], predict the reaction product. The product is: [Cl:31][C:32]1[CH:40]=[C:39]2[C:35]([C@@:36]3([C@@H:45]([C:46]4[CH:51]=[CH:50][N:49]=[C:48]([Cl:52])[CH:47]=4)[C@H:44]([C:53]([NH:55][C@@H:56]4[CH2:61][CH2:60][C@@H:59]([C:62]([OH:65])([CH3:64])[CH3:63])[O:58][CH2:57]4)=[O:54])[NH:43][C:42]43[CH2:85][CH2:84][C:83]([CH3:87])([CH3:86])[CH2:82][CH2:81]4)[C:37](=[O:41])[NH:38]2)=[CH:34][CH:33]=1. (5) Given the reactants [N+:1]([O-:4])(O)=[O:2].[C:5]([NH:8][C:9]1[CH:10]=[C:11]([CH:15]=[CH:16][C:17]=1[CH3:18])[C:12]([OH:14])=[O:13])(=[O:7])[CH3:6].NC1C([N+]([O-])=O)=C(C)C([N+]([O-])=O)=CC=1C#N, predict the reaction product. The product is: [C:5]([NH:8][C:9]1[C:10]([N+:1]([O-:4])=[O:2])=[C:11]([CH:15]=[CH:16][C:17]=1[CH3:18])[C:12]([OH:14])=[O:13])(=[O:7])[CH3:6]. (6) Given the reactants [CH3:1][C:2]1[CH:3]=[C:4]([CH:8]=[CH:9][C:10]=1[C:11]([N:13]1[CH2:17][CH2:16][CH2:15][CH2:14]1)=[O:12])[C:5]([OH:7])=O.CN(C(ON1N=NC2C=CC=CC1=2)=[N+](C)C)C.[B-](F)(F)(F)F.C(N(C(C)C)CC)(C)C.[C:49]([O:53][C:54]([NH:56][CH2:57][CH:58]([NH2:69])[C:59]1[NH:63][C:62]2[CH:64]=[CH:65][C:66]([Cl:68])=[CH:67][C:61]=2[N:60]=1)=[O:55])([CH3:52])([CH3:51])[CH3:50].ClCl, predict the reaction product. The product is: [C:49]([O:53][C:54]([NH:56][CH2:57][CH:58]([NH:69][C:5](=[O:7])[C:4]1[CH:8]=[CH:9][C:10]([C:11]([N:13]2[CH2:17][CH2:16][CH2:15][CH2:14]2)=[O:12])=[C:2]([CH3:1])[CH:3]=1)[C:59]1[NH:63][C:62]2[CH:64]=[CH:65][C:66]([Cl:68])=[CH:67][C:61]=2[N:60]=1)=[O:55])([CH3:52])([CH3:50])[CH3:51]. (7) Given the reactants [Cl:1][C:2]1[CH:7]=[CH:6][C:5]([C:8]([C:10]2([C:13]([F:16])([F:15])[F:14])[CH2:12][O:11]2)=[O:9])=[C:4]([O:17][CH3:18])[C:3]=1[F:19].C(=O)([O-])[O-:21].[Cs+].[Cs+].[CH2:26](O)[CH3:27], predict the reaction product. The product is: [Cl:1][C:2]1[CH:7]=[CH:6][C:5]([C:8](=[O:9])[C:10]([CH2:12][O:11][CH2:26][CH3:27])([OH:21])[C:13]([F:14])([F:15])[F:16])=[C:4]([O:17][CH3:18])[C:3]=1[F:19].